From a dataset of Reaction yield outcomes from USPTO patents with 853,638 reactions. Predict the reaction yield, written as a fraction of the theoretical maximum amount of product (1.0 means a 100% yield; for example, 0.34 means a 34% yield). (1) The reactants are [N-:1]=[N+:2]=[N-:3].[Na+].[CH2:5]([O:12][C:13]([N:15]1[CH:22]([CH3:23])[CH2:21][CH2:20][CH:19]2[CH:17]([O:18]2)[CH2:16]1)=[O:14])[C:6]1[CH:11]=[CH:10][CH:9]=[CH:8][CH:7]=1.[Cl-].[NH4+]. The catalyst is CO.O. The product is [CH2:5]([O:12][C:13]([N:15]1[CH2:16][CH:17]([OH:18])[CH:19]([N:1]=[N+:2]=[N-:3])[CH2:20][CH2:21][CH:22]1[CH3:23])=[O:14])[C:6]1[CH:11]=[CH:10][CH:9]=[CH:8][CH:7]=1. The yield is 0.800. (2) The reactants are [O:1]1[CH:5]=[CH:4][CH:3]=[C:2]1[C:6]1[O:10][N:9]=[C:8]([CH2:11][O:12][C:13](N2C=CN=C2)=[O:14])[CH:7]=1.[N:20]1([C:26](=[O:28])[CH3:27])[CH2:25][CH2:24][NH:23][CH2:22][CH2:21]1. The catalyst is C(Cl)Cl. The product is [O:1]1[CH:5]=[CH:4][CH:3]=[C:2]1[C:6]1[O:10][N:9]=[C:8]([CH2:11][O:12][C:13]([N:23]2[CH2:24][CH2:25][N:20]([C:26](=[O:28])[CH3:27])[CH2:21][CH2:22]2)=[O:14])[CH:7]=1. The yield is 0.790. (3) The reactants are Br[C:2]1[CH:3]=[C:4]([C:14]([NH:16][CH2:17][C:18]2[C:19](=[O:26])[NH:20][C:21]([CH3:25])=[CH:22][C:23]=2[CH3:24])=[O:15])[C:5]2[CH:6]=[CH:7][N:8]([CH:11]([CH3:13])[CH3:12])[C:9]=2[CH:10]=1.[CH3:27][N:28]1[CH2:33][CH2:32][N:31]([C:34]2[CH:39]=[CH:38][C:37](B3OC(C)(C)C(C)(C)O3)=[CH:36][N:35]=2)[CH2:30][CH2:29]1.P([O-])([O-])([O-])=O.[K+].[K+].[K+].N#N. The catalyst is O1CCOCC1.O.CCOC(C)=O.CO.C1C=CC(P(C2C=CC=CC=2)[C-]2C=CC=C2)=CC=1.C1C=CC(P(C2C=CC=CC=2)[C-]2C=CC=C2)=CC=1.Cl[Pd]Cl.[Fe+2].C(Cl)Cl.C(Cl)(Cl)Cl.ClCCl. The product is [CH3:24][C:23]1[CH:22]=[C:21]([CH3:25])[NH:20][C:19](=[O:26])[C:18]=1[CH2:17][NH:16][C:14]([C:4]1[C:5]2[CH:6]=[CH:7][N:8]([CH:11]([CH3:13])[CH3:12])[C:9]=2[CH:10]=[C:2]([C:37]2[CH:36]=[N:35][C:34]([N:31]3[CH2:30][CH2:29][N:28]([CH3:27])[CH2:33][CH2:32]3)=[CH:39][CH:38]=2)[CH:3]=1)=[O:15]. The yield is 0.748.